This data is from Forward reaction prediction with 1.9M reactions from USPTO patents (1976-2016). The task is: Predict the product of the given reaction. Given the reactants [F:1][C:2]1[C:8]([F:9])=[CH:7][CH:6]=[CH:5][C:3]=1[NH2:4].[OH-].[Na+].[Br:12][CH2:13][C:14](Br)=[O:15], predict the reaction product. The product is: [Br:12][CH2:13][C:14]([NH:4][C:3]1[CH:5]=[CH:6][CH:7]=[C:8]([F:9])[C:2]=1[F:1])=[O:15].